This data is from Full USPTO retrosynthesis dataset with 1.9M reactions from patents (1976-2016). The task is: Predict the reactants needed to synthesize the given product. Given the product [N+:3]([C:6]1[CH:7]=[C:8]2[CH:14]=[C:13]([C:15]([F:18])([F:17])[F:16])[NH:12][C:9]2=[N:10][CH:11]=1)([O-:5])=[O:4], predict the reactants needed to synthesize it. The reactants are: [OH-].[Na+].[N+:3]([C:6]1[CH:7]=[C:8]2[CH:14]=[C:13]([C:15]([F:18])([F:17])[F:16])[N:12](C(OC)=O)[C:9]2=[N:10][CH:11]=1)([O-:5])=[O:4].O.C(OCC)(=O)C.